From a dataset of Catalyst prediction with 721,799 reactions and 888 catalyst types from USPTO. Predict which catalyst facilitates the given reaction. (1) Reactant: Cl[CH2:2][CH2:3][O:4][C:5]1[CH:10]=[CH:9][CH:8]=[CH:7][C:6]=1[C:11]1([NH:14][C:15]2[C:16](=[O:34])[N:17]([C:21]3[CH:22]=[C:23]([CH:30]=[CH:31][C:32]=3[CH3:33])[C:24]([NH:26][CH:27]3[CH2:29][CH2:28]3)=[O:25])[CH:18]=[CH:19][N:20]=2)[CH2:13][CH2:12]1.[CH2:35]([NH2:37])[CH3:36]. Product: [CH:27]1([NH:26][C:24](=[O:25])[C:23]2[CH:30]=[CH:31][C:32]([CH3:33])=[C:21]([N:17]3[CH:18]=[CH:19][N:20]=[C:15]([NH:14][C:11]4([C:6]5[CH:7]=[CH:8][CH:9]=[CH:10][C:5]=5[O:4][CH2:3][CH2:2][NH:37][CH2:35][CH3:36])[CH2:13][CH2:12]4)[C:16]3=[O:34])[CH:22]=2)[CH2:29][CH2:28]1. The catalyst class is: 8. (2) Reactant: Cl[C:2]([O:4][CH:5]([Cl:7])[CH3:6])=[O:3].[CH:8]1([OH:14])[CH2:13][CH2:12][CH2:11][CH2:10][CH2:9]1.N1C=CC=CC=1. Product: [CH:8]1([O:14][C:2]([O:4][CH:5]([Cl:7])[CH3:6])=[O:3])[CH2:13][CH2:12][CH2:11][CH2:10][CH2:9]1. The catalyst class is: 2. (3) Reactant: [C:1]([O:5][C:6]([NH:8][C@@H:9]([CH2:13][N:14]([C:21]1[CH:26]=[CH:25][CH:24]=[CH:23][CH:22]=1)[C:15]1[N:20]=[CH:19][CH:18]=[CH:17][N:16]=1)[C:10]([O-:12])=[O:11])=[O:7])([CH3:4])([CH3:3])[CH3:2].C1([C@@H]([NH3+])C)C=CC=CC=1.S(=O)(=O)(O)O. Product: [C:1]([O:5][C:6]([NH:8][C@@H:9]([CH2:13][N:14]([C:21]1[CH:26]=[CH:25][CH:24]=[CH:23][CH:22]=1)[C:15]1[N:20]=[CH:19][CH:18]=[CH:17][N:16]=1)[C:10]([OH:12])=[O:11])=[O:7])([CH3:4])([CH3:2])[CH3:3]. The catalyst class is: 32. (4) Reactant: [C:1]([O:5][C:6]([NH:8][C@@H:9]([C@H:18]([C:20]1[CH:25]=[CH:24][C:23]([C:26]2[CH:27]=[N:28][C:29]([O:32]C)=[CH:30][CH:31]=2)=[CH:22][CH:21]=1)[CH3:19])[C:10]([N:12]1[CH2:16][CH2:15][C@H:14]([F:17])[CH2:13]1)=[O:11])=[O:7])([CH3:4])([CH3:3])[CH3:2].Cl.N1C=CC=CC=1.C(=O)(O)[O-].[Na+].C(OC(OC(OC(C)(C)C)=O)=O)(C)(C)C. Product: [C:1]([O:5][C:6]([NH:8][C@@H:9]([C@H:18]([C:20]1[CH:25]=[CH:24][C:23]([C:26]2[CH:31]=[CH:30][C:29](=[O:32])[NH:28][CH:27]=2)=[CH:22][CH:21]=1)[CH3:19])[C:10]([N:12]1[CH2:16][CH2:15][C@H:14]([F:17])[CH2:13]1)=[O:11])=[O:7])([CH3:2])([CH3:3])[CH3:4]. The catalyst class is: 12. (5) Reactant: [CH:1]([NH2:4])([CH3:3])[CH3:2].[C:5]([O:9][C:10]([NH:12][C@H:13]1[CH2:18][CH2:17][C@H:16]([C:19]([OH:21])=O)[CH2:15][CH2:14]1)=[O:11])([CH3:8])([CH3:7])[CH3:6].CN(C(ON1N=NC2C=CC=NC1=2)=[N+](C)C)C.F[P-](F)(F)(F)(F)F.C(N(C(C)C)CC)(C)C. Product: [C:5]([O:9][C:10](=[O:11])[NH:12][C@H:13]1[CH2:14][CH2:15][C@H:16]([C:19](=[O:21])[NH:4][CH:1]([CH3:3])[CH3:2])[CH2:17][CH2:18]1)([CH3:6])([CH3:7])[CH3:8]. The catalyst class is: 3. (6) Reactant: [C:1]([Si:5]([CH3:37])([CH3:36])[O:6][CH:7]([C:32]([CH3:35])([CH3:34])[CH3:33])[CH2:8][O:9][C:10]1[CH:15]=[CH:14][C:13]([C:16]([C:21]2[S:25][C:24]([S:26](Cl)(=[O:28])=[O:27])=[C:23]([CH3:30])[CH:22]=2)([CH2:19][CH3:20])[CH2:17][CH3:18])=[CH:12][C:11]=1[CH3:31])([CH3:4])([CH3:3])[CH3:2].Cl.[CH3:39][O:40][C:41](=[O:44])[CH2:42][NH2:43].CCN(CC)CC. Product: [CH3:39][O:40][C:41](=[O:44])[CH3:42].[C:1]([Si:5]([CH3:37])([CH3:36])[O:6][CH:7]([C:32]([CH3:35])([CH3:34])[CH3:33])[CH2:8][O:9][C:10]1[CH:15]=[CH:14][C:13]([C:16]([C:21]2[S:25][C:24]([S:26]([NH2:43])(=[O:28])=[O:27])=[C:23]([CH3:30])[CH:22]=2)([CH2:19][CH3:20])[CH2:17][CH3:18])=[CH:12][C:11]=1[CH3:31])([CH3:4])([CH3:3])[CH3:2]. The catalyst class is: 4. (7) Reactant: [NH2:1][C:2]1[C:3]([C:7]2[N:8]([CH2:37][CH3:38])[C:9]3[C:14]([O:15][CH2:16][C@H:17]4[O:22][CH2:21][CH2:20][N:19](C(OC(C)(C)C)=O)[CH2:18]4)=[CH:13][N:12]=[C:11]([C:30]#[C:31][C:32]([OH:35])([CH3:34])[CH3:33])[C:10]=3[N:36]=2)=[N:4][O:5][N:6]=1.FC(F)(F)C(O)=O.[OH-].[Na+]. Product: [NH2:1][C:2]1[C:3]([C:7]2[N:8]([CH2:37][CH3:38])[C:9]3[C:14]([O:15][CH2:16][C@H:17]4[O:22][CH2:21][CH2:20][NH:19][CH2:18]4)=[CH:13][N:12]=[C:11]([C:30]#[C:31][C:32]([CH3:33])([OH:35])[CH3:34])[C:10]=3[N:36]=2)=[N:4][O:5][N:6]=1. The catalyst class is: 34.